Dataset: Catalyst prediction with 721,799 reactions and 888 catalyst types from USPTO. Task: Predict which catalyst facilitates the given reaction. (1) Reactant: [H-].[Na+].C[C:4]([CH3:7])([OH:6])C.[NH2:8][CH2:9][CH2:10][C:11]([NH:13][C:14]1[CH:15]=[C:16]2[C:21](=[CH:22][CH:23]=1)[N:20]=[CH:19][N:18]=[C:17]2[NH:24][C:25]1[CH:30]=[CH:29][C:28]([O:31][CH2:32][C:33]2[CH:38]=[CH:37][CH:36]=[C:35]([F:39])[CH:34]=2)=[C:27]([Cl:40])[CH:26]=1)=[O:12]. Product: [Cl:40][C:27]1[CH:26]=[C:25]([NH:24][C:17]2[C:16]3[C:21](=[CH:22][CH:23]=[C:14]([NH:13][C:11](=[O:12])[CH2:10][CH2:9][NH:8][C:11](=[O:12])[CH2:10][O:6][CH2:4][CH2:7][N:18]([CH3:19])[CH3:17])[CH:15]=3)[N:20]=[CH:19][N:18]=2)[CH:30]=[CH:29][C:28]=1[O:31][CH2:32][C:33]1[CH:38]=[CH:37][CH:36]=[C:35]([F:39])[CH:34]=1. The catalyst class is: 1. (2) Reactant: [CH3:1][C:2]1[CH:23]=[CH:22][C:5]([O:6][C:7]2[CH:12]=[CH:11][C:10]([NH:13][CH:14]3[CH:19]4[CH2:20][CH2:21][N:16]([CH2:17][CH2:18]4)[CH2:15]3)=[CH:9][CH:8]=2)=[CH:4][CH:3]=1.[ClH:24]. Product: [ClH:24].[CH3:1][C:2]1[CH:23]=[CH:22][C:5]([O:6][C:7]2[CH:8]=[CH:9][C:10]([NH:13][CH:14]3[CH:19]4[CH2:20][CH2:21][N:16]([CH2:17][CH2:18]4)[CH2:15]3)=[CH:11][CH:12]=2)=[CH:4][CH:3]=1. The catalyst class is: 684. (3) Reactant: [F:1][C:2]1[CH:3]=[CH:4][C:5]([CH:8]([C:10]2[C:19]([N+:20]([O-:22])=[O:21])=[C:18]3[C:13]([CH:14]=[CH:15][CH:16]=[N:17]3)=[CH:12][CH:11]=2)[OH:9])=[N:6][CH:7]=1.C1C=C[NH+]=CC=1.C1C=C[NH+]=CC=1.[O-][Cr](O[Cr]([O-])(=O)=O)(=O)=O. Product: [F:1][C:2]1[CH:3]=[CH:4][C:5]([C:8]([C:10]2[C:19]([N+:20]([O-:22])=[O:21])=[C:18]3[C:13]([CH:14]=[CH:15][CH:16]=[N:17]3)=[CH:12][CH:11]=2)=[O:9])=[N:6][CH:7]=1. The catalyst class is: 2.